Dataset: Full USPTO retrosynthesis dataset with 1.9M reactions from patents (1976-2016). Task: Predict the reactants needed to synthesize the given product. (1) Given the product [C:7]([O:6][C:5](=[O:11])[NH:4][CH2:1][C:2]1[O:31][N:30]=[C:29]([C@@H:24]2[CH2:23][CH2:22][C@@H:21]3[CH2:28][N:25]2[C:26](=[O:27])[N:20]3[O:19][CH2:12][C:13]2[CH:18]=[CH:17][CH:16]=[CH:15][CH:14]=2)[CH:3]=1)([CH3:8])([CH3:10])[CH3:9], predict the reactants needed to synthesize it. The reactants are: [CH2:1]([NH:4][C:5](=[O:11])[O:6][C:7]([CH3:10])([CH3:9])[CH3:8])[C:2]#[CH:3].[CH2:12]([O:19][N:20]1[C:26](=[O:27])[N:25]2[CH2:28][C@H:21]1[CH2:22][CH2:23][C@H:24]2[C:29](Cl)=[N:30][OH:31])[C:13]1[CH:18]=[CH:17][CH:16]=[CH:15][CH:14]=1. (2) Given the product [ClH:34].[CH3:1][O:2][C:3]1[CH:8]=[CH:7][C:6]([C:9]2[CH:14]=[CH:13][N:12]=[C:11]3[NH:15][C:16]([C:18]4[CH:23]=[CH:22][C:21]([CH2:24][N:26]5[CH2:31][CH2:30][CH2:29][CH2:28][CH2:27]5)=[CH:20][CH:19]=4)=[N:17][C:10]=23)=[CH:5][CH:4]=1, predict the reactants needed to synthesize it. The reactants are: [CH3:1][O:2][C:3]1[CH:8]=[CH:7][C:6]([C:9]2[CH:14]=[CH:13][N:12]=[C:11]3[NH:15][C:16]([C:18]4[CH:23]=[CH:22][C:21]([C:24]([N:26]5[CH2:31][CH2:30][CH2:29][CH2:28][CH2:27]5)=O)=[CH:20][CH:19]=4)=[N:17][C:10]=23)=[CH:5][CH:4]=1.CO.[ClH:34]. (3) Given the product [F:24][C:17]1[CH:16]=[C:15]([CH:25]([NH:27][C:28]([C:30]2[N:31]=[C:32]([C:4]3[CH:3]=[C:2]([Cl:1])[CH:7]=[C:6]([Cl:8])[CH:5]=3)[O:33][CH:34]=2)=[O:29])[CH3:26])[CH:14]=[C:13]([F:12])[C:18]=1[NH:19][S:20]([CH3:23])(=[O:22])=[O:21], predict the reactants needed to synthesize it. The reactants are: [Cl:1][C:2]1[CH:3]=[C:4](B(O)O)[CH:5]=[C:6]([Cl:8])[CH:7]=1.[F:12][C:13]1[CH:14]=[C:15]([CH:25]([NH:27][C:28]([C:30]2[N:31]=[C:32](Cl)[O:33][CH:34]=2)=[O:29])[CH3:26])[CH:16]=[C:17]([F:24])[C:18]=1[NH:19][S:20]([CH3:23])(=[O:22])=[O:21].C([O-])([O-])=O.[Cs+].[Cs+]. (4) The reactants are: [Cl:1][C:2]1[C:34]([O:35][CH3:36])=[CH:33][C:32]([C:37](=[O:40])[NH:38][CH3:39])=[CH:31][C:3]=1[CH2:4][CH2:5][C:6]1[CH:7]=[N:8][C:9]([NH:12][C:13]2[CH:14]=[N:15][N:16]([CH:18]3[CH2:23][CH2:22][N:21](C(OC(C)(C)C)=O)[CH2:20][CH2:19]3)[CH:17]=2)=[N:10][CH:11]=1. Given the product [Cl:1][C:2]1[C:3]([CH2:4][CH2:5][C:6]2[CH:7]=[N:8][C:9]([NH:12][C:13]3[CH:14]=[N:15][N:16]([CH:18]4[CH2:23][CH2:22][NH:21][CH2:20][CH2:19]4)[CH:17]=3)=[N:10][CH:11]=2)=[CH:31][C:32]([C:37]([NH:38][CH3:39])=[O:40])=[CH:33][C:34]=1[O:35][CH3:36], predict the reactants needed to synthesize it. (5) Given the product [CH:10]1([N:16]([CH:32]2[CH2:37][CH2:36][CH2:35][CH2:34][CH2:33]2)[C:17]([N:18]([CH:25]2[CH2:30][CH2:29][CH2:28][CH2:27][CH2:26]2)[CH:19]2[CH2:24][CH2:23][CH2:22][CH2:21][CH2:20]2)=[NH:38])[CH2:15][CH2:14][CH2:13][CH2:12][CH2:11]1, predict the reactants needed to synthesize it. The reactants are: C(Cl)(=O)C(Cl)=O.ClCCl.[CH:10]1([N:16]([CH:32]2[CH2:37][CH2:36][CH2:35][CH2:34][CH2:33]2)[C:17](=O)[N:18]([CH:25]2[CH2:30][CH2:29][CH2:28][CH2:27][CH2:26]2)[CH:19]2[CH2:24][CH2:23][CH2:22][CH2:21][CH2:20]2)[CH2:15][CH2:14][CH2:13][CH2:12][CH2:11]1.[NH3:38].CO. (6) Given the product [Cl:13][C:8]1[CH:7]=[C:6]([CH:5]2[CH2:4][CH2:3][CH2:2][N:33]3[C:16]([C:19]4[CH:24]=[CH:23][C:22]([C:25]5[O:29][C:28]([CH3:30])=[N:27][CH:26]=5)=[C:21]([O:31][CH3:32])[CH:20]=4)=[N:17][N:18]=[C:14]23)[CH:11]=[CH:10][C:9]=1[Cl:12], predict the reactants needed to synthesize it. The reactants are: Cl[CH2:2][CH2:3][CH2:4][CH:5]([C:14]1O[C:16]([C:19]2[CH:24]=[CH:23][C:22]([C:25]3[O:29][C:28]([CH3:30])=[N:27][CH:26]=3)=[C:21]([O:31][CH3:32])[CH:20]=2)=[N:17][N:18]=1)[C:6]1[CH:11]=[CH:10][C:9]([Cl:12])=[C:8]([Cl:13])[CH:7]=1.[N-:33]=[N+]=[N-].[Na+].C1(P(C2C=CC=CC=2)C2C=CC=CC=2)C=CC=CC=1. (7) Given the product [CH3:44][O:45][C:46]1[CH:51]=[CH:50][CH:49]=[CH:48][C:47]=1[CH2:52][C:53]([N:1]1[C:9]2[C:4](=[CH:5][C:6]([C:10]3[C:14]4[C:15]([NH2:19])=[N:16][CH:17]=[CH:18][C:13]=4[S:12][CH:11]=3)=[CH:7][CH:8]=2)[CH2:3][CH2:2]1)=[O:54], predict the reactants needed to synthesize it. The reactants are: [NH:1]1[C:9]2[C:4](=[CH:5][C:6]([C:10]3[C:14]4[C:15]([NH2:19])=[N:16][CH:17]=[CH:18][C:13]=4[S:12][CH:11]=3)=[CH:7][CH:8]=2)[CH2:3][CH2:2]1.CN(C(ON1N=NC2C=CC=NC1=2)=[N+](C)C)C.F[P-](F)(F)(F)(F)F.[CH3:44][O:45][C:46]1[CH:51]=[CH:50][CH:49]=[CH:48][C:47]=1[CH2:52][C:53](O)=[O:54].CCN(C(C)C)C(C)C. (8) Given the product [N:26]1[CH:27]=[CH:28][C:23]([NH:22][C:19]2[C:18](=[O:29])[N:17]3[C:10]4([NH:14][C:15](=[O:30])[C:16]3=[CH:21][CH:20]=2)[CH2:11][CH2:12][CH2:13][NH:8][CH2:9]4)=[N:24][CH:25]=1, predict the reactants needed to synthesize it. The reactants are: C([N:8]1[CH2:13][CH2:12][CH2:11][C:10]2([N:17]3[C:18](=[O:29])[C:19]([NH:22][C:23]4[CH:28]=[CH:27][N:26]=[CH:25][N:24]=4)=[CH:20][CH:21]=[C:16]3[C:15](=[O:30])[NH:14]2)[CH2:9]1)C1C=CC=CC=1.